This data is from Full USPTO retrosynthesis dataset with 1.9M reactions from patents (1976-2016). The task is: Predict the reactants needed to synthesize the given product. (1) Given the product [CH3:1][N:2]([CH2:13][C:14]1[N:18]([CH2:19][C@@H:20]2[CH2:25][CH2:24][CH2:23][N:22](/[C:37](/[NH:38][C:39](=[O:45])[O:40][C:41]([CH3:44])([CH3:43])[CH3:42])=[N:36]/[C:35](=[O:72])[O:34][C:31]([CH3:33])([CH3:32])[CH3:30])[CH2:21]2)[C:17]2[CH:26]=[CH:27][CH:28]=[CH:29][C:16]=2[N:15]=1)[C@@H:3]1[C:12]2[N:11]=[CH:10][CH:9]=[CH:8][C:7]=2[CH2:6][CH2:5][CH2:4]1, predict the reactants needed to synthesize it. The reactants are: [CH3:1][N:2]([CH2:13][C:14]1[N:18]([CH2:19][C@@H:20]2[CH2:25][CH2:24][CH2:23][NH:22][CH2:21]2)[C:17]2[CH:26]=[CH:27][CH:28]=[CH:29][C:16]=2[N:15]=1)[C@@H:3]1[C:12]2[N:11]=[CH:10][CH:9]=[CH:8][C:7]=2[CH2:6][CH2:5][CH2:4]1.[CH3:30][C:31]([O:34][C:35](=[O:72])[NH:36]/[C:37](/NCCCN1C2C=CC=CC=2N=C1CN(C)C1C2N=CC=CC=2CCC1)=[N:38]/[C:39](=[O:45])[O:40][C:41]([CH3:44])([CH3:43])[CH3:42])([CH3:33])[CH3:32]. (2) Given the product [CH2:17]([O:19][C:9](=[O:10])[CH2:8][CH2:7][C:5]1[CH:6]=[CH:1][CH:2]=[CH:3][C:4]=1[OH:11])[CH3:18], predict the reactants needed to synthesize it. The reactants are: [CH:1]1[CH:2]=[CH:3][C:4]2[O:11][C:9](=[O:10])[CH2:8][CH2:7][C:5]=2[CH:6]=1.OS(O)(=O)=O.[CH2:17]([OH:19])[CH3:18]. (3) Given the product [NH:28]1[C:23]2[CH:24]=[CH:25][CH:26]=[CH:27][C:22]=2[N:29]=[C:11]1[CH2:10][CH2:9][C:8]([C:15]1[CH:20]=[CH:19][C:18]([OH:21])=[CH:17][CH:16]=1)([C:5]1[CH:6]=[CH:7][C:2]([OH:1])=[CH:3][CH:4]=1)[CH3:14], predict the reactants needed to synthesize it. The reactants are: [OH:1][C:2]1[CH:7]=[CH:6][C:5]([C:8]([C:15]2[CH:20]=[CH:19][C:18]([OH:21])=[CH:17][CH:16]=2)([CH3:14])[CH2:9][CH2:10][C:11](O)=O)=[CH:4][CH:3]=1.[C:22]1([NH2:29])[CH:27]=[CH:26][CH:25]=[CH:24][C:23]=1[NH2:28]. (4) Given the product [N:3]1[CH:4]=[CH:5][CH:6]=[CH:7][C:2]=1[C:14]1[CH:15]=[CH:16][C:11]([CH2:10][C:8]#[N:9])=[CH:12][CH:13]=1, predict the reactants needed to synthesize it. The reactants are: Br[C:2]1[CH:7]=[CH:6][CH:5]=[CH:4][N:3]=1.[C:8]([CH2:10][C:11]1[CH:16]=[CH:15][C:14](OB(O)O)=[CH:13][CH:12]=1)#[N:9]. (5) Given the product [Cl:19][C:20]1[CH:21]=[CH:22][C:23]([N:26]2[CH2:31][CH2:30][N:29]([C:9]([C:8]3[CH:12]=[C:13]([N+:16]([O-:18])=[O:17])[CH:14]=[CH:15][C:7]=3[N:1]3[CH2:6][CH2:5][O:4][CH2:3][CH2:2]3)=[O:10])[CH2:28][CH2:27]2)=[CH:24][CH:25]=1, predict the reactants needed to synthesize it. The reactants are: [N:1]1([C:7]2[CH:15]=[CH:14][C:13]([N+:16]([O-:18])=[O:17])=[CH:12][C:8]=2[C:9](Cl)=[O:10])[CH2:6][CH2:5][O:4][CH2:3][CH2:2]1.[Cl:19][C:20]1[CH:25]=[CH:24][C:23]([N:26]2[CH2:31][CH2:30][NH:29][CH2:28][CH2:27]2)=[CH:22][CH:21]=1. (6) Given the product [Cl:1][C:2]1[CH:7]=[CH:6][CH:5]=[CH:4][C:3]=1[C:8]1[C:18]([C:24]2[CH:25]=[CH:26][C:21]([Cl:20])=[CH:22][CH:23]=2)=[C:11]2[N:12]=[C:13]([CH3:17])[NH:14][C:15](=[O:16])[N:10]2[N:9]=1, predict the reactants needed to synthesize it. The reactants are: [Cl:1][C:2]1[CH:7]=[CH:6][CH:5]=[CH:4][C:3]=1[C:8]1[C:18](I)=[C:11]2[N:12]=[C:13]([CH3:17])[NH:14][C:15](=[O:16])[N:10]2[N:9]=1.[Cl:20][C:21]1[CH:26]=[CH:25][C:24](B(O)O)=[CH:23][CH:22]=1.C([O-])([O-])=O.[Na+].[Na+].